Dataset: Cav3 T-type calcium channel HTS with 100,875 compounds. Task: Binary Classification. Given a drug SMILES string, predict its activity (active/inactive) in a high-throughput screening assay against a specified biological target. (1) The molecule is S(c1n(CC2OCCC2)c(nn1)C)CC(=O)Nc1sc(nn1)CC. The result is 0 (inactive). (2) The compound is O(CC(=O)NNC(=O)CCc1ccccc1)c1ccccc1. The result is 0 (inactive). (3) The drug is Clc1ccc(NC(=O)NC)cc1. The result is 0 (inactive).